From a dataset of Full USPTO retrosynthesis dataset with 1.9M reactions from patents (1976-2016). Predict the reactants needed to synthesize the given product. (1) Given the product [Br:1][C:2]1[CH:3]=[C:4]([F:10])[C:5]([OH:9])=[C:6]([N+:11]([O-:13])=[O:12])[C:7]=1[CH3:8], predict the reactants needed to synthesize it. The reactants are: [Br:1][C:2]1[C:7]([CH3:8])=[CH:6][C:5]([OH:9])=[C:4]([F:10])[CH:3]=1.[N+:11]([O-])([OH:13])=[O:12]. (2) Given the product [F:31][C:32]1[CH:38]=[C:37]([F:39])[CH:36]=[CH:35][C:33]=1[NH:34][C:2]1[CH:30]=[CH:29][CH:28]=[CH:27][C:3]=1[CH2:4][N:5]1[C:9]([CH3:11])([CH3:10])[C:8](=[O:12])[N:7]([C:13]2[CH:18]=[CH:17][C:16]([O:19][C:20]3[CH:25]=[CH:24][CH:23]=[CH:22][CH:21]=3)=[CH:15][CH:14]=2)[C:6]1=[O:26], predict the reactants needed to synthesize it. The reactants are: Br[C:2]1[CH:30]=[CH:29][CH:28]=[CH:27][C:3]=1[CH2:4][N:5]1[C:9]([CH3:11])([CH3:10])[C:8](=[O:12])[N:7]([C:13]2[CH:18]=[CH:17][C:16]([O:19][C:20]3[CH:25]=[CH:24][CH:23]=[CH:22][CH:21]=3)=[CH:15][CH:14]=2)[C:6]1=[O:26].[F:31][C:32]1[CH:38]=[C:37]([F:39])[CH:36]=[CH:35][C:33]=1[NH2:34]. (3) The reactants are: [CH3:1][CH:2]1[C:7]2=[C:8]([NH2:11])[CH:9]=[N:10][N:6]2[CH2:5][C@@H:4]([CH3:12])[O:3]1.C(OC[C@@H](O)C)C1C=CC=CC=1. Given the product [CH3:1][CH:2]1[C:7]2=[C:8]([NH2:11])[CH:9]=[N:10][N:6]2[CH2:5][C@H:4]([CH3:12])[O:3]1, predict the reactants needed to synthesize it. (4) The reactants are: C(OC(=O)[NH:7][CH2:8][C:9]1[CH:14]=[CH:13][C:12]([C:15]([N:17]2[CH2:26][C:25]3[CH:24]=[N:23][N:22]([CH3:27])[C:21]=3[NH:20][C:19]3[CH:28]=[C:29]([Cl:32])[CH:30]=[CH:31][C:18]2=3)=[O:16])=[CH:11][C:10]=1[F:33])(C)(C)C.C1C(N=NC2C(=O)N(C3C=CC(S([O-])(=O)=O)=CC=3)N=C2C([O-])=O)=CC=C(S([O-])(=O)=O)C=1.[Na+].[Na+].[Na+].N1CCCC(=O)C2C=CC=CC1=2.Cl.O1CCOCC1. Given the product [ClH:32].[NH2:7][CH2:8][C:9]1[CH:14]=[CH:13][C:12]([C:15]([N:17]2[CH2:26][C:25]3[CH:24]=[N:23][N:22]([CH3:27])[C:21]=3[NH:20][C:19]3[CH:28]=[C:29]([Cl:32])[CH:30]=[CH:31][C:18]2=3)=[O:16])=[CH:11][C:10]=1[F:33], predict the reactants needed to synthesize it.